From a dataset of Reaction yield outcomes from USPTO patents with 853,638 reactions. Predict the reaction yield, written as a fraction of the theoretical maximum amount of product (1.0 means a 100% yield; for example, 0.34 means a 34% yield). (1) The yield is 0.688. The catalyst is C(Cl)Cl. The reactants are [OH:1][C@H:2]1[C@H:7]([CH2:8][OH:9])[CH2:6][CH2:5][NH:4][CH2:3]1.[C:10](O[C:10]([O:12][C:13]([CH3:16])([CH3:15])[CH3:14])=[O:11])([O:12][C:13]([CH3:16])([CH3:15])[CH3:14])=[O:11]. The product is [OH:1][C@H:2]1[C@H:7]([CH2:8][OH:9])[CH2:6][CH2:5][N:4]([C:10]([O:12][C:13]([CH3:16])([CH3:15])[CH3:14])=[O:11])[CH2:3]1. (2) The reactants are [CH2:1]([O:3][C:4]1[CH:9]=[CH:8][C:7]([S:10](Cl)(=[O:12])=[O:11])=[CH:6][C:5]=1[C:14]1[NH:19][C:18](=[O:20])[C:17]2=[C:21]([CH3:27])[N:22]=[C:23]([CH2:24][CH2:25][CH3:26])[N:16]2[N:15]=1)[CH3:2].FC(F)(F)C(O)=O.[CH3:35][N:36]1[O:40][NH+:39]([O-:41])[CH:38]=[C:37]1[C:42]([N:44]1[CH2:49][CH2:48][NH:47][CH2:46][CH2:45]1)=[O:43].C(N(CC)CC)C. The catalyst is ClCCl. The product is [CH2:1]([O:3][C:4]1[CH:9]=[CH:8][C:7]([S:10]([N:47]2[CH2:46][CH2:45][N:44]([C:42]([C:37]3[N:36]([CH3:35])[O:40][NH+:39]([O-:41])[CH:38]=3)=[O:43])[CH2:49][CH2:48]2)(=[O:12])=[O:11])=[CH:6][C:5]=1[C:14]1[NH:19][C:18](=[O:20])[C:17]2=[C:21]([CH3:27])[N:22]=[C:23]([CH2:24][CH2:25][CH3:26])[N:16]2[N:15]=1)[CH3:2]. The yield is 0.740. (3) The reactants are [F:1][C:2]1[CH:8]=[CH:7][C:6]([N+:9]([O-:11])=[O:10])=[CH:5][C:3]=1[NH2:4].[CH:12]([NH:14][NH:15][CH:16]=O)=O.[Si](Cl)(C)(C)C.CCN(CC)CC. The catalyst is N1C=CC=CC=1. The product is [F:1][C:2]1[CH:8]=[CH:7][C:6]([N+:9]([O-:11])=[O:10])=[CH:5][C:3]=1[N:4]1[CH:16]=[N:15][N:14]=[CH:12]1. The yield is 0.379. (4) The reactants are [CH2:1]([N:5]([CH2:15][CH2:16][CH2:17][CH3:18])[C:6]1[CH:13]=[CH:12][C:9]([CH:10]=[O:11])=[C:8]([OH:14])[CH:7]=1)[CH2:2][CH2:3][CH3:4].N1C=CN=C1.[C:24]([Si:28](Cl)([C:35]1[CH:40]=[CH:39][CH:38]=[CH:37][CH:36]=1)[C:29]1[CH:34]=[CH:33][CH:32]=[CH:31][CH:30]=1)([CH3:27])([CH3:26])[CH3:25].O. The catalyst is CN(C)C=O.C(OCC)(=O)C. The product is [CH2:1]([N:5]([CH2:15][CH2:16][CH2:17][CH3:18])[C:6]1[CH:13]=[CH:12][C:9]([CH:10]=[O:11])=[C:8]([O:14][Si:28]([C:24]([CH3:27])([CH3:26])[CH3:25])([C:35]2[CH:36]=[CH:37][CH:38]=[CH:39][CH:40]=2)[C:29]2[CH:34]=[CH:33][CH:32]=[CH:31][CH:30]=2)[CH:7]=1)[CH2:2][CH2:3][CH3:4]. The yield is 0.977.